The task is: Predict the reactants needed to synthesize the given product.. This data is from Full USPTO retrosynthesis dataset with 1.9M reactions from patents (1976-2016). (1) Given the product [Cl:23][C:24]1[CH:25]=[C:26]([NH:31][C:32]([NH:2][CH2:3][C:4]2[CH:12]=[CH:11][CH:10]=[C:9]3[C:5]=2[C:6](=[O:22])[N:7]([CH:14]2[CH2:19][CH2:18][C:17](=[O:20])[NH:16][C:15]2=[O:21])[C:8]3=[O:13])=[O:33])[CH:27]=[CH:28][C:29]=1[Cl:30], predict the reactants needed to synthesize it. The reactants are: Cl.[NH2:2][CH2:3][C:4]1[CH:12]=[CH:11][CH:10]=[C:9]2[C:5]=1[C:6](=[O:22])[N:7]([CH:14]1[CH2:19][CH2:18][C:17](=[O:20])[NH:16][C:15]1=[O:21])[C:8]2=[O:13].[Cl:23][C:24]1[CH:25]=[C:26]([N:31]=[C:32]=[O:33])[CH:27]=[CH:28][C:29]=1[Cl:30].C(N(C(C)C)CC)(C)C. (2) Given the product [OH:40][C:35]1[CH:36]=[CH:37][CH:38]=[CH:39][C:34]=1[N:28]1[CH2:29][CH2:30][N:31]([CH2:66][CH2:67][CH:68]2[CH2:72][C:71]3([CH2:73][CH2:74][CH2:75][CH2:76][CH2:77]3)[C:70](=[O:78])[O:69]2)[CH2:32][CH2:33]1, predict the reactants needed to synthesize it. The reactants are: N1C2C=CC=CC=2N=C1C1CCN(CCC2OC(=O)C(CC)(CC)C2)CC1.[N:28]1([C:34]2[CH:39]=[CH:38][CH:37]=[CH:36][C:35]=2[OH:40])[CH2:33][CH2:32][NH:31][CH2:30][CH2:29]1.N1(C2C=CC=CC=2C#N)CCNCC1.CC1C=CC(S(O[CH2:66][CH2:67][CH:68]2[CH2:72][C:71]3([CH2:77][CH2:76][CH2:75][CH2:74][CH2:73]3)[C:70](=[O:78])[O:69]2)(=O)=O)=CC=1.CC1C=CC(S(OCCC2CC(CC)(CC)C(=O)O2)(=O)=O)=CC=1. (3) Given the product [Cl:1][C:2]1[CH:11]=[CH:10][C:9]2[C:4](=[CH:5][CH:6]=[C:7]([O:12][C@H:13]3[CH2:18][CH2:17][C@@H:16]([CH2:19][CH3:20])[CH2:15][CH2:14]3)[C:8]=2[I:28])[N:3]=1, predict the reactants needed to synthesize it. The reactants are: [Cl:1][C:2]1[CH:11]=[CH:10][C:9]2[C:4](=[CH:5][CH:6]=[C:7]([O:12][C@H:13]3[CH2:18][CH2:17][C@@H:16]([CH2:19][CH3:20])[CH2:15][CH2:14]3)[CH:8]=2)[N:3]=1.C1C(=O)N([I:28])C(=O)C1.C(O)(C(F)(F)F)=O. (4) The reactants are: [C:1]([O:5][C:6]([NH:8][CH2:9][C@H:10]1[CH2:15][CH2:14][C@H:13]([CH:16]=O)[CH2:12][CH2:11]1)=[O:7])([CH3:4])([CH3:3])[CH3:2].FC(F)(F)C(O)=O.[Cl:25][C:26]1[CH:27]=[C:28]2[C:33](=[CH:34][CH:35]=1)[CH:32]=[C:31]([S:36]([N:39]1[CH2:44][CH2:43][NH:42][CH2:41][CH2:40]1)(=[O:38])=[O:37])[CH:30]=[CH:29]2.C(O[BH-](OC(=O)C)OC(=O)C)(=O)C.[Na+].C(=O)(O)[O-].[Na+]. Given the product [C:1]([O:5][C:6]([NH:8][CH2:9][C@H:10]1[CH2:15][CH2:14][C@H:13]([CH2:16][N:42]2[CH2:41][CH2:40][N:39]([S:36]([C:31]3[CH:30]=[CH:29][C:28]4[C:33](=[CH:34][CH:35]=[C:26]([Cl:25])[CH:27]=4)[CH:32]=3)(=[O:38])=[O:37])[CH2:44][CH2:43]2)[CH2:12][CH2:11]1)=[O:7])([CH3:4])([CH3:3])[CH3:2], predict the reactants needed to synthesize it. (5) Given the product [CH2:40]([O:39][C:37](=[O:38])[NH:35][C@H:10]1[C@H:11]([CH2:13][N:14]([CH:32]([CH3:33])[CH3:34])[C:15]([C:17]2[CH:25]=[C:24]3[C:20]([C:21]([CH3:31])=[CH:22][N:23]3[CH2:26][CH2:27][CH2:28][O:29][CH3:30])=[CH:19][CH:18]=2)=[O:16])[CH2:12][NH:8][CH2:9]1)[C:41]1[CH:46]=[CH:45][CH:44]=[CH:43][CH:42]=1, predict the reactants needed to synthesize it. The reactants are: C(OC([N:8]1[CH2:12][C@@H:11]([CH2:13][N:14]([CH:32]([CH3:34])[CH3:33])[C:15]([C:17]2[CH:25]=[C:24]3[C:20]([C:21]([CH3:31])=[CH:22][N:23]3[CH2:26][CH2:27][CH2:28][O:29][CH3:30])=[CH:19][CH:18]=2)=[O:16])[C@H:10]([NH2:35])[CH2:9]1)=O)(C)(C)C.Cl[C:37]([O:39][CH2:40][C:41]1[CH:46]=[CH:45][CH:44]=[CH:43][CH:42]=1)=[O:38].CC#N.O.CC#N. (6) The reactants are: C(OC([N:8]1[CH2:13][CH2:12][CH:11]([O:14][C:15]2[CH:20]=[CH:19][C:18]([C:21](=O)[CH2:22][CH2:23][C:24]([OH:26])=O)=[CH:17][CH:16]=2)[CH2:10][CH2:9]1)=O)(C)(C)C.[NH:28]([C:30]1[CH:35]=[CH:34][CH:33]=[CH:32][N:31]=1)[NH2:29]. Given the product [NH:8]1[CH2:9][CH2:10][CH:11]([O:14][C:15]2[CH:16]=[CH:17][C:18]([C:21]3[CH2:22][CH2:23][C:24](=[O:26])[N:28]([C:30]4[CH:35]=[CH:34][CH:33]=[CH:32][N:31]=4)[N:29]=3)=[CH:19][CH:20]=2)[CH2:12][CH2:13]1, predict the reactants needed to synthesize it. (7) Given the product [C:38]([C:40]1[CH:45]=[C:44]([C:2]2[C:3]([C@@H:8]([NH:18][C:19](=[O:31])[CH2:20][C:21]3[C:29]4[C:24](=[CH:25][CH:26]=[C:27]([OH:30])[CH:28]=4)[NH:23][CH:22]=3)[CH2:9][C:10]3[CH:11]=[C:12]([F:17])[CH:13]=[C:14]([F:16])[CH:15]=3)=[N:4][CH:5]=[CH:6][CH:7]=2)[CH:43]=[CH:42][CH:41]=1)#[N:39], predict the reactants needed to synthesize it. The reactants are: Br[C:2]1[C:3]([C@@H:8]([NH:18][C:19](=[O:31])[CH2:20][C:21]2[C:29]3[C:24](=[CH:25][CH:26]=[C:27]([OH:30])[CH:28]=3)[NH:23][CH:22]=2)[CH2:9][C:10]2[CH:15]=[C:14]([F:16])[CH:13]=[C:12]([F:17])[CH:11]=2)=[N:4][CH:5]=[CH:6][CH:7]=1.C(=O)([O-])[O-].[K+].[K+].[C:38]([C:40]1[CH:41]=[C:42](B(O)O)[CH:43]=[CH:44][CH:45]=1)#[N:39]. (8) Given the product [N:12]1[C:5]([C:4]2[CH:3]=[C:2]([OH:1])[CH:9]=[CH:8][CH:7]=2)=[N:6][N:6]=[C:5]([C:4]2[CH:3]=[C:2]([OH:11])[CH:9]=[CH:8][CH:7]=2)[N:13]=1, predict the reactants needed to synthesize it. The reactants are: [OH:1][C:2]1[CH:3]=[C:4]([CH:7]=[CH:8][CH:9]=1)[C:5]#[N:6].[S].[OH2:11].[NH2:12][NH2:13].N([O-])=O.[Na+].